The task is: Predict the product of the given reaction.. This data is from Forward reaction prediction with 1.9M reactions from USPTO patents (1976-2016). (1) Given the reactants [OH-].[Na+].[F:3][C:4]1[CH:9]=[CH:8][C:7]([C:10]2[N:11]=[C:12]([C:15]3[CH:16]=[C:17]([C:30]([OH:32])=[O:31])[C:18]([C:21]4[CH:26]=[CH:25][CH:24]=[CH:23][C:22]=4[N+:27]([O-:29])=[O:28])=[CH:19][CH:20]=3)[S:13][CH:14]=2)=[CH:6][CH:5]=1.COC(C1C(C2C=CC=CC=2[N+]([O-])=O)=CC=C(C2SC=C(C3C=CC(F)=CC=3)N=2)C=1)=O, predict the reaction product. The product is: [F:3][C:4]1[CH:9]=[CH:8][C:7]([C:10]2[N:11]=[C:12]([C:15]3[CH:16]=[C:17]([C:30]([OH:32])=[O:31])[C:18]([C:21]4[CH:26]=[CH:25][CH:24]=[CH:23][C:22]=4[N+:27]([O-:29])=[O:28])=[CH:19][CH:20]=3)[S:13][CH:14]=2)=[CH:6][CH:5]=1. (2) The product is: [CH3:5][C@@H:6]1[CH2:10][CH2:9][C@@H:8]([CH3:11])[N:7]1[CH:12]1[CH2:20][C:19]2[C:14](=[CH:15][CH:16]=[C:17]([OH:21])[CH:18]=2)[CH2:13]1. Given the reactants B(Br)(Br)Br.[CH3:5][C@@H:6]1[CH2:10][CH2:9][C@@H:8]([CH3:11])[N:7]1[CH:12]1[CH2:20][C:19]2[C:14](=[CH:15][CH:16]=[C:17]([O:21]C)[CH:18]=2)[CH2:13]1, predict the reaction product. (3) Given the reactants O.S(=O)(O)[O-].[Na+].[CH:7]([CH:9]=O)=O.[NH2:11][C:12]1[C:17]([NH2:18])=[CH:16][CH:15]=[CH:14][C:13]=1[O:19][CH3:20], predict the reaction product. The product is: [CH3:20][O:19][C:13]1[CH:14]=[CH:15][CH:16]=[C:17]2[C:12]=1[N:11]=[CH:7][CH:9]=[N:18]2. (4) The product is: [Cl:8][C:6]1[N:5]=[CH:4][N:3]=[C:2]([NH:14][CH2:15][C@@H:16]([C:18]2[CH:23]=[CH:22][CH:21]=[CH:20][CH:19]=2)[OH:17])[CH:7]=1. Given the reactants Cl[C:2]1[CH:7]=[C:6]([Cl:8])[N:5]=[CH:4][N:3]=1.C([O-])(O)=O.[Na+].[NH2:14][CH2:15][C@@H:16]([C:18]1[CH:23]=[CH:22][CH:21]=[CH:20][CH:19]=1)[OH:17], predict the reaction product. (5) Given the reactants [CH2:1]([O:3][C:4]([C:6]1[N:7]=[C:8](I)[O:9][C:10]=1[C:11]1[CH:16]=[CH:15][C:14]([N:17]2[CH2:22][CH2:21][N:20]([C:23]([O:25][C:26]([CH3:29])([CH3:28])[CH3:27])=[O:24])[CH2:19][CH2:18]2)=[CH:13][CH:12]=1)=[O:5])[CH3:2].CC1(C)C(C)(C)OB([C:39]2[CH:47]=[CH:46][CH:45]=[C:44]3[C:40]=2[CH:41]=[N:42][NH:43]3)O1.C(=O)([O-])[O-].[Na+].[Na+], predict the reaction product. The product is: [CH2:1]([O:3][C:4]([C:6]1[N:7]=[C:8]([C:39]2[CH:47]=[CH:46][CH:45]=[C:44]3[C:40]=2[CH:41]=[N:42][NH:43]3)[O:9][C:10]=1[C:11]1[CH:16]=[CH:15][C:14]([N:17]2[CH2:22][CH2:21][N:20]([C:23]([O:25][C:26]([CH3:29])([CH3:28])[CH3:27])=[O:24])[CH2:19][CH2:18]2)=[CH:13][CH:12]=1)=[O:5])[CH3:2]. (6) Given the reactants [C:1]([O:5][C:6]([N:8]([CH3:55])[C@@H:9]([CH3:54])[C:10]([NH:12][C@@H:13]([C:49]([CH3:53])([S:51][CH3:52])[CH3:50])[C:14]([N:16]1[C@H:25]([C:26]([N:28]([CH2:38][C:39]2[CH:48]=[CH:47][C:42]([C:43]([O:45]C)=[O:44])=[CH:41][CH:40]=2)[C@@H:29]([C:31]2[CH:36]=[CH:35][CH:34]=[CH:33][C:32]=2[F:37])[CH3:30])=[O:27])[CH2:24][C:23]2[C:18](=[CH:19][CH:20]=[CH:21][CH:22]=2)[CH2:17]1)=[O:15])=[O:11])=[O:7])([CH3:4])([CH3:3])[CH3:2].[Li+].[OH-].Cl, predict the reaction product. The product is: [C:1]([O:5][C:6]([N:8]([CH3:55])[C@@H:9]([CH3:54])[C:10]([NH:12][C@@H:13]([C:49]([CH3:53])([S:51][CH3:52])[CH3:50])[C:14]([N:16]1[C@H:25]([C:26]([N:28]([CH2:38][C:39]2[CH:40]=[CH:41][C:42]([C:43]([OH:45])=[O:44])=[CH:47][CH:48]=2)[C@@H:29]([C:31]2[CH:36]=[CH:35][CH:34]=[CH:33][C:32]=2[F:37])[CH3:30])=[O:27])[CH2:24][C:23]2[C:18](=[CH:19][CH:20]=[CH:21][CH:22]=2)[CH2:17]1)=[O:15])=[O:11])=[O:7])([CH3:4])([CH3:3])[CH3:2]. (7) Given the reactants [N:1]1[CH:6]=[CH:5][C:4](B(O)O)=[CH:3][CH:2]=1.Br[C:11]1[CH:12]=[CH:13][C:14]([CH3:19])=[C:15]([CH:18]=1)[CH:16]=[O:17], predict the reaction product. The product is: [CH3:19][C:14]1[CH:13]=[CH:12][C:11]([C:4]2[CH:5]=[CH:6][N:1]=[CH:2][CH:3]=2)=[CH:18][C:15]=1[CH:16]=[O:17]. (8) Given the reactants [Al+3].[Cl-].[Cl-].[Cl-].[C:5]1([CH:11]2[CH2:16][CH2:15][CH:14]([C:17](=[O:19])[CH3:18])[CH2:13][CH2:12]2)[CH:10]=[CH:9][CH:8]=[CH:7][CH:6]=1.Br[CH2:21][C:22](Br)=[O:23].Cl, predict the reaction product. The product is: [C:17]([CH:14]1[CH2:15][CH2:16][CH:11]([C:5]2[CH:10]=[CH:9][C:8]([C:22](=[O:23])[CH3:21])=[CH:7][CH:6]=2)[CH2:12][CH2:13]1)(=[O:19])[CH3:18]. (9) Given the reactants F[C:2]1[N:25]=[C:24](F)[C:23]([I:27])=[CH:22][C:3]=1[C:4]([C:6](=[CH:12][NH:13][CH2:14][C@@H:15]1[CH2:19][CH2:18][CH2:17][N:16]1[CH2:20][CH3:21])[C:7]([O:9][CH2:10][CH3:11])=[O:8])=[O:5].C([O-])([O-])=O.[K+].[K+].[CH3:34][N:35]([CH3:39])[CH2:36][CH2:37][NH2:38], predict the reaction product. The product is: [CH3:34][N:35]([CH3:39])[CH2:36][CH2:37][NH:38][C:24]1[N:25]=[C:2]2[C:3]([C:4](=[O:5])[C:6]([C:7]([O:9][CH2:10][CH3:11])=[O:8])=[CH:12][N:13]2[CH2:14][C@@H:15]2[CH2:19][CH2:18][CH2:17][N:16]2[CH2:20][CH3:21])=[CH:22][C:23]=1[I:27]. (10) Given the reactants [Cl:1][C:2]1[CH:3]=[CH:4][C:5]2[NH:11][C:10](=O)[C@@H:9]([CH2:13][C:14]([OH:16])=[O:15])[S:8][C@H:7]([C:17]3[C:22]([F:23])=[CH:21][CH:20]=[C:19]([O:24][CH3:25])[C:18]=3[O:26][CH3:27])[C:6]=2[CH:28]=1.COC1C=CC(P2(SP(C3C=CC(OC)=CC=3)(=S)S2)=[S:38])=CC=1.[C:51]1([CH3:57])C=CC=CC=1, predict the reaction product. The product is: [Cl:1][C:2]1[CH:3]=[CH:4][C:5]2[NH:11][C:10](=[S:38])[C@@H:9]([CH2:13][C:14]([O:16][CH2:51][CH3:57])=[O:15])[S:8][C@H:7]([C:17]3[C:22]([F:23])=[CH:21][CH:20]=[C:19]([O:24][CH3:25])[C:18]=3[O:26][CH3:27])[C:6]=2[CH:28]=1.